This data is from Catalyst prediction with 721,799 reactions and 888 catalyst types from USPTO. The task is: Predict which catalyst facilitates the given reaction. (1) Reactant: [Cl:1][C:2]1[CH:11]=[CH:10][C:9]([NH:12][C:13]2[CH:18]=[N:17][CH:16]=[C:15]([Cl:19])[N:14]=2)=[CH:8][C:3]=1C(OC)=O.Cl[C:21]1C=NC=C(Cl)N=1.NC1C=CC(Cl)=C(C=1)C(OC)=O.CC1(C)C2C(=C(P(C3C=CC=CC=3)C3C=CC=CC=3)C=CC=2)OC2C(P(C3C=CC=CC=3)C3C=CC=CC=3)=CC=CC1=2.C(=O)([O-])[O-].[K+].[K+].[O:88]1[CH2:93][CH2:92]OCC1. Product: [Cl:1][C:2]1[CH:3]=[CH:8][C:9]([NH:12][C:13]2[CH:18]=[N:17][CH:16]=[C:15]([Cl:19])[N:14]=2)=[CH:10][C:11]=1[C:93]([OH:88])([CH3:92])[CH3:21]. The catalyst class is: 167. (2) Reactant: [CH:1]1([C:5](Cl)=[O:6])[CH2:4][CH2:3][CH2:2]1.Cl.[CH3:9][C:10]1[O:14][N:13]=[CH:12][C:11]=1[NH2:15]. Product: [CH3:9][C:10]1[O:14][N:13]=[CH:12][C:11]=1[NH:15][C:5]([CH:1]1[CH2:4][CH2:3][CH2:2]1)=[O:6]. The catalyst class is: 2. (3) The catalyst class is: 10. Reactant: [Cl:1][C:2]1[N:7]=[CH:6][C:5]([CH2:8][N:9]2[CH2:13][CH2:12][S:11][C:10]2=[NH:14])=[CH:4][CH:3]=1.[CH2:15](Br)[C:16]1[CH:21]=[CH:20][CH:19]=[CH:18][CH:17]=1.C(=O)([O-])[O-].[K+].[K+]. Product: [CH2:15]([N:14]=[C:10]1[N:9]([CH2:8][C:5]2[CH:6]=[N:7][C:2]([Cl:1])=[CH:3][CH:4]=2)[CH2:13][CH2:12][S:11]1)[C:16]1[CH:21]=[CH:20][CH:19]=[CH:18][CH:17]=1. (4) Reactant: I[C:2]1[CH:3]=[N:4][N:5]([CH2:7][CH2:8][O:9][CH:10]2[CH2:15][CH2:14][CH2:13][CH2:12][O:11]2)[CH:6]=1.CO[B:18]1[O:22][C:21]([CH3:24])([CH3:23])[C:20]([CH3:26])([CH3:25])[O:19]1. Product: [O:11]1[CH2:12][CH2:13][CH2:14][CH2:15][CH:10]1[O:9][CH2:8][CH2:7][N:5]1[CH:6]=[C:2]([B:18]2[O:22][C:21]([CH3:24])([CH3:23])[C:20]([CH3:26])([CH3:25])[O:19]2)[CH:3]=[N:4]1. The catalyst class is: 1. (5) Reactant: Br[C:2]1[C:15]2[C:6](=[N:7][C:8]3[C:13]([C:14]=2[O:16][C:17]2[CH:22]=[CH:21][C:20]([NH:23][C:24](=[O:26])[CH3:25])=[CH:19][CH:18]=2)=[CH:12][CH:11]=[CH:10][CH:9]=3)[CH:5]=[CH:4][CH:3]=1.N(C(C)(C)C#N)=NC(C)(C)C#N.C([SnH](CCCC)CCCC)CCC. Product: [CH:22]1[C:17]2[O:16][C:14]3[C:15]4[C:6]([N:7]=[C:8]5[C:13]=3[CH:12]=[CH:11][CH:10]=[CH:9]5)=[CH:5][CH:4]=[CH:3][C:2]=4[C:18]=2[CH:19]=[C:20]([NH:23][C:24](=[O:26])[CH3:25])[CH:21]=1. The catalyst class is: 11. (6) Reactant: [CH:1]1([C:4]2[C:5]([O:18][CH2:19][C:20]34[CH2:26][CH:25]3[CH2:24][CH:23](O)[CH2:22][CH2:21]4)=[CH:6][C:7]([F:17])=[C:8]([CH:16]=2)[C:9]([O:11]C(C)(C)C)=[O:10])[CH2:3][CH2:2]1.C(N(S(F)(F)[F:34])CC)C.FC(F)(F)C(O)=O. Product: [CH:1]1([C:4]2[C:5]([O:18][CH2:19][C:20]34[CH2:26][CH:25]3[CH2:24][CH:23]([F:34])[CH2:22][CH2:21]4)=[CH:6][C:7]([F:17])=[C:8]([CH:16]=2)[C:9]([OH:11])=[O:10])[CH2:2][CH2:3]1. The catalyst class is: 22. (7) Product: [OH:27][CH2:26][CH2:25][N:24]([CH2:22][C:5]1[C:6]([OH:20])=[C:7]2[C:8](=[C:3]([O:2][CH3:1])[C:4]=1[OH:21])[O:9][C:10]([C:14]1[CH:19]=[CH:18][CH:17]=[CH:16][CH:15]=1)=[CH:11][C:12]2=[O:13])[CH2:28][CH2:29][OH:30]. Reactant: [CH3:1][O:2][C:3]1[C:4]([OH:21])=[CH:5][C:6]([OH:20])=[C:7]2[C:12](=[O:13])[CH:11]=[C:10]([C:14]3[CH:15]=[CH:16][CH:17]=[CH:18][CH:19]=3)[O:9][C:8]=12.[CH2:22]=O.[NH:24]([CH2:28][CH2:29][OH:30])[CH2:25][CH2:26][OH:27]. The catalyst class is: 5. (8) Reactant: Br[C:2]1[CH:3]=[C:4]([OH:16])[C:5]2[C:6]([CH3:15])([CH3:14])[CH2:7][CH2:8][C:9]([CH3:13])([CH3:12])[C:10]=2[CH:11]=1.C([Li])(C)(C)C.CN(C)[CH:24]=[O:25].Cl. The catalyst class is: 1. Product: [OH:16][C:4]1[C:5]2[C:6]([CH3:15])([CH3:14])[CH2:7][CH2:8][C:9]([CH3:13])([CH3:12])[C:10]=2[CH:11]=[C:2]([CH:24]=[O:25])[CH:3]=1. (9) Reactant: C([N:8](CC1C=CC=CC=1)[C:9]1[C:14]([F:15])=[CH:13][C:12]([N:16]2[CH2:21][CH2:20][N:19]([C:22]([O:24][C:25]([CH3:28])([CH3:27])[CH3:26])=[O:23])[CH2:18][CH2:17]2)=[C:11]([F:29])[CH:10]=1)C1C=CC=CC=1. Product: [NH2:8][C:9]1[C:14]([F:15])=[CH:13][C:12]([N:16]2[CH2:17][CH2:18][N:19]([C:22]([O:24][C:25]([CH3:27])([CH3:26])[CH3:28])=[O:23])[CH2:20][CH2:21]2)=[C:11]([F:29])[CH:10]=1. The catalyst class is: 19.